Task: Predict which catalyst facilitates the given reaction.. Dataset: Catalyst prediction with 721,799 reactions and 888 catalyst types from USPTO Product: [F:1][C:2]([F:24])([F:25])[C:3]1[CH:19]=[C:18]([C:20]([F:23])([F:22])[F:21])[CH:17]=[CH:16][C:4]=1[CH2:5][O:6][C:7]1[CH:14]=[CH:13][C:10]([CH:11]=[O:12])=[CH:9][C:8]=1[O:15][CH2:33][CH:34]([CH3:36])[CH3:35]. The catalyst class is: 3. Reactant: [F:1][C:2]([F:25])([F:24])[C:3]1[CH:19]=[C:18]([C:20]([F:23])([F:22])[F:21])[CH:17]=[CH:16][C:4]=1[CH2:5][O:6][C:7]1[CH:14]=[CH:13][C:10]([CH:11]=[O:12])=[CH:9][C:8]=1[OH:15].C(=O)([O-])[O-].[K+].[K+].Br[CH2:33][CH:34]([CH3:36])[CH3:35].O.